From a dataset of Catalyst prediction with 721,799 reactions and 888 catalyst types from USPTO. Predict which catalyst facilitates the given reaction. (1) Reactant: [CH3:1][C:2]1([CH3:12])[O:6][C@@H:5]([CH2:7][CH2:8][OH:9])[C:4]([CH3:11])([CH3:10])[O:3]1.C(N(CC)CC)C.[CH3:20][S:21](Cl)(=[O:23])=[O:22].O. Product: [CH3:1][C:2]1([CH3:12])[O:6][C@@H:5]([CH2:7][CH2:8][O:9][S:21]([CH3:20])(=[O:23])=[O:22])[C:4]([CH3:11])([CH3:10])[O:3]1. The catalyst class is: 4. (2) Reactant: C(OC(=O)[NH:7][C:8]1[CH:13]=[CH:12][CH:11]=[CH:10][C:9]=1[NH:14][C:15](=[O:38])/[CH:16]=[CH:17]/[C:18]1[CH:22]=[CH:21][N:20]([S:23]([C:26]2[CH:31]=[CH:30][C:29]([C:32]3[CH:33]=[N:34][CH:35]=[CH:36][CH:37]=3)=[CH:28][CH:27]=2)(=[O:25])=[O:24])[CH:19]=1)(C)(C)C.Cl. Product: [NH2:7][C:8]1[CH:13]=[CH:12][CH:11]=[CH:10][C:9]=1[NH:14][C:15](=[O:38])/[CH:16]=[CH:17]/[C:18]1[CH:22]=[CH:21][N:20]([S:23]([C:26]2[CH:31]=[CH:30][C:29]([C:32]3[CH:33]=[N:34][CH:35]=[CH:36][CH:37]=3)=[CH:28][CH:27]=2)(=[O:25])=[O:24])[CH:19]=1. The catalyst class is: 12. (3) Reactant: [NH2:1][C:2]1[N:7]=[C:6]([C:8]2[N:12]([CH:13]([CH3:15])[CH3:14])[C:11]([CH3:16])=[N:10][CH:9]=2)[C:5]([F:17])=[CH:4][N:3]=1.Cl[C:19]1[CH:28]=[CH:27][C:22]([C:23]([O:25][CH3:26])=[O:24])=[CH:21][N:20]=1.C1C=CC(P(C2C(C3C(P(C4C=CC=CC=4)C4C=CC=CC=4)=CC=C4C=3C=CC=C4)=C3C(C=CC=C3)=CC=2)C2C=CC=CC=2)=CC=1. Product: [F:17][C:5]1[C:6]([C:8]2[N:12]([CH:13]([CH3:14])[CH3:15])[C:11]([CH3:16])=[N:10][CH:9]=2)=[N:7][C:2]([NH:1][C:19]2[CH:28]=[CH:27][C:22]([C:23]([O:25][CH3:26])=[O:24])=[CH:21][N:20]=2)=[N:3][CH:4]=1. The catalyst class is: 110. (4) Reactant: [CH:1]([O:4][C:5]1[CH:10]=[CH:9][C:8]([NH:11][C:12]([N:14]2[CH2:19][CH2:18][NH:17][CH2:16][CH2:15]2)=[O:13])=[CH:7][CH:6]=1)([CH3:3])[CH3:2].[NH2:20][C:21]1[C:26]([CH:27]=O)=[C:25](Cl)[N:24]=[CH:23][N:22]=1.CCN(C(C)C)C(C)C.[CH3:39][O:40][NH2:41].Cl. Product: [CH:1]([O:4][C:5]1[CH:10]=[CH:9][C:8]([NH:11][C:12]([N:14]2[CH2:15][CH2:16][N:17]([C:25]3[C:26]([CH:27]=[N:41][O:40][CH3:39])=[C:21]([NH2:20])[N:22]=[CH:23][N:24]=3)[CH2:18][CH2:19]2)=[O:13])=[CH:7][CH:6]=1)([CH3:3])[CH3:2]. The catalyst class is: 58. (5) Reactant: [Si]([O:8][CH2:9][CH2:10][CH2:11][C:12]([C:20]1[CH:24]=[C:23]([CH:25]2OCC[O:26]2)[S:22][C:21]=1[CH3:30])([C:14]1[CH:19]=[CH:18][CH:17]=[CH:16][CH:15]=1)O)(C(C)(C)C)(C)C.Cl.O. Product: [OH:8][CH2:9][CH2:10]/[CH:11]=[C:12](\[C:20]1[CH:24]=[C:23]([CH:25]=[O:26])[S:22][C:21]=1[CH3:30])/[C:14]1[CH:19]=[CH:18][CH:17]=[CH:16][CH:15]=1. The catalyst class is: 1. (6) Reactant: [CH2:1]([N:8]1[CH2:14][CH2:13][CH:12]([C:15]([O:17]C(C)(C)C)=[O:16])[N:11]([S:22]([C:25]2[CH:30]=[CH:29][C:28]([O:31][CH2:32][C:33]#[C:34][CH3:35])=[CH:27][CH:26]=2)(=[O:24])=[O:23])[CH2:10][CH2:9]1)[C:2]1[CH:7]=[CH:6][CH:5]=[CH:4][CH:3]=1.FC(F)(F)C(O)=O. Product: [CH2:1]([N:8]1[CH2:14][CH2:13][CH:12]([C:15]([OH:17])=[O:16])[N:11]([S:22]([C:25]2[CH:30]=[CH:29][C:28]([O:31][CH2:32][C:33]#[C:34][CH3:35])=[CH:27][CH:26]=2)(=[O:24])=[O:23])[CH2:10][CH2:9]1)[C:2]1[CH:7]=[CH:6][CH:5]=[CH:4][CH:3]=1. The catalyst class is: 4. (7) Reactant: [CH3:12][CH2:11][O:10][C:8](/N=N/[C:8]([O:10][CH2:11][CH3:12])=O)=O.COCCO.C1C=CC(P(C2C=CC=CC=2)C2C=CC=CC=2)=CC=1.[OH:37][N:38]1[C:42](=[O:43])[C:41]2=[CH:44][CH:45]=[CH:46][CH:47]=[C:40]2[C:39]1=[O:48]. Product: [CH3:8][O:10][CH2:11][CH2:12][O:37][N:38]1[C:42](=[O:43])[C:41]2[C:40](=[CH:47][CH:46]=[CH:45][CH:44]=2)[C:39]1=[O:48]. The catalyst class is: 1. (8) Reactant: CO[C:3](=[O:19])[CH2:4][C:5]1[CH:10]=[CH:9][C:8]([O:11][CH2:12][C:13]2[CH:18]=[CH:17][CH:16]=[CH:15][CH:14]=2)=[CH:7][CH:6]=1.C[Si](C)(C)[C:22]([F:25])([F:24])[F:23].[F-].[Cs+].Cl. Product: [CH2:12]([O:11][C:8]1[CH:7]=[CH:6][C:5]([CH2:4][C:3](=[O:19])[C:22]([F:25])([F:24])[F:23])=[CH:10][CH:9]=1)[C:13]1[CH:14]=[CH:15][CH:16]=[CH:17][CH:18]=1. The catalyst class is: 1. (9) Reactant: Br[C:2]1[CH:10]=[C:9]([C:11]([F:14])([F:13])[F:12])[CH:8]=[C:7]2[C:3]=1[CH:4]=[N:5][NH:6]2.[CH3:15][O:16][C:17]1[N:22]=[CH:21][C:20](B(O)O)=[CH:19][N:18]=1.[C:26]([O-:29])(O)=[O:27].[Na+]. Product: [C:26]([OH:29])([C:11]([F:14])([F:13])[F:12])=[O:27].[CH3:15][O:16][C:17]1[N:22]=[CH:21][C:20]([C:2]2[CH:10]=[C:9]([C:11]([F:14])([F:13])[F:12])[CH:8]=[C:7]3[C:3]=2[CH:4]=[N:5][NH:6]3)=[CH:19][N:18]=1. The catalyst class is: 75. (10) Reactant: [CH3:1][CH2:2][C:3]([C:5]1[CH:10]=[C:9]([Cl:11])[CH:8]=[C:7]([Cl:12])[CH:6]=1)=[O:4].BrBr.[NH2:15][C:16]([CH3:20])([CH3:19])[CH2:17][OH:18]. Product: [Cl:11][C:9]1[CH:10]=[C:5]([C:3]2([OH:4])[O:18][CH2:17][C:16]([CH3:20])([CH3:19])[NH:15][CH:2]2[CH3:1])[CH:6]=[C:7]([Cl:12])[CH:8]=1. The catalyst class is: 343.